From a dataset of Forward reaction prediction with 1.9M reactions from USPTO patents (1976-2016). Predict the product of the given reaction. (1) Given the reactants Cl.[CH:2]1([CH2:5][CH2:6][NH2:7])[CH2:4][CH2:3]1.C(N(C(C)C)CC)(C)C.[N:17]([C:20]1[CH:25]=[CH:24][C:23]([C:26]2[S:27][CH:28]=[CH:29][CH:30]=2)=[CH:22][CH:21]=1)=[C:18]=[O:19].[C:31](Cl)(=[O:36])[CH2:32][C:33](Cl)=[O:34], predict the reaction product. The product is: [CH:2]1([CH2:5][CH2:6][N:7]2[C:33](=[O:34])[CH2:32][C:31](=[O:36])[N:17]([C:20]3[CH:21]=[CH:22][C:23]([C:26]4[S:27][CH:28]=[CH:29][CH:30]=4)=[CH:24][CH:25]=3)[C:18]2=[O:19])[CH2:4][CH2:3]1. (2) Given the reactants [N-:1]=[N+:2]=[N-:3].[Na+].FC(F)(F)S(OS(C(F)(F)F)(=O)=O)(=O)=O.N[CH2:21][CH2:22][CH2:23][CH2:24][CH2:25][CH2:26][CH2:27][CH2:28][CH2:29][CH2:30][C:31]([OH:33])=[O:32].C([O-])([O-])=O.[K+].[K+], predict the reaction product. The product is: [N:1]([CH2:21][CH2:22][CH2:23][CH2:24][CH2:25][CH2:26][CH2:27][CH2:28][CH2:29][CH2:30][C:31]([OH:33])=[O:32])=[N+:2]=[N-:3]. (3) Given the reactants Br[C:2]1[C:3]([N:22]2[CH2:26][CH2:25][C@@H:24]([OH:27])[CH2:23]2)=[N:4][CH:5]=[C:6]([CH:21]=1)[C:7]([NH:9][C:10]1[CH:15]=[CH:14][C:13]([O:16][C:17]([F:20])([F:19])[F:18])=[CH:12][CH:11]=1)=[O:8].C1(C)C=CC=CC=1P(C1C=CC=CC=1C)C1C=CC=CC=1C.[CH3:50][C:51](=[O:54])[CH:52]=[CH2:53], predict the reaction product. The product is: [OH:27][C@@H:24]1[CH2:25][CH2:26][N:22]([C:3]2[C:2](/[CH:53]=[CH:52]/[C:51](=[O:54])[CH3:50])=[CH:21][C:6]([C:7]([NH:9][C:10]3[CH:15]=[CH:14][C:13]([O:16][C:17]([F:20])([F:19])[F:18])=[CH:12][CH:11]=3)=[O:8])=[CH:5][N:4]=2)[CH2:23]1.